Dataset: Peptide-MHC class II binding affinity with 134,281 pairs from IEDB. Task: Regression. Given a peptide amino acid sequence and an MHC pseudo amino acid sequence, predict their binding affinity value. This is MHC class II binding data. The peptide sequence is GSSDNEFVKLAWRREHKDLD. The MHC is DRB1_0301 with pseudo-sequence DRB1_0301. The binding affinity (normalized) is 0.